This data is from Full USPTO retrosynthesis dataset with 1.9M reactions from patents (1976-2016). The task is: Predict the reactants needed to synthesize the given product. Given the product [C:1]([O:5][C:6]([N:8]1[CH2:11][CH:10]([NH:12][S:26]([CH2:25][CH2:24][N:15]2[C:14](=[O:13])[C:22]3[C:17](=[CH:18][CH:19]=[CH:20][CH:21]=3)[C:16]2=[O:23])(=[O:27])=[O:28])[CH2:9]1)=[O:7])([CH3:4])([CH3:2])[CH3:3], predict the reactants needed to synthesize it. The reactants are: [C:1]([O:5][C:6]([N:8]1[CH2:11][CH:10]([NH2:12])[CH2:9]1)=[O:7])([CH3:4])([CH3:3])[CH3:2].[O:13]=[C:14]1[C:22]2[C:17](=[CH:18][CH:19]=[CH:20][CH:21]=2)[C:16](=[O:23])[N:15]1[CH2:24][CH2:25][S:26](Cl)(=[O:28])=[O:27].